Dataset: NCI-60 drug combinations with 297,098 pairs across 59 cell lines. Task: Regression. Given two drug SMILES strings and cell line genomic features, predict the synergy score measuring deviation from expected non-interaction effect. Drug 1: CC1=C2C(C(=O)C3(C(CC4C(C3C(C(C2(C)C)(CC1OC(=O)C(C(C5=CC=CC=C5)NC(=O)OC(C)(C)C)O)O)OC(=O)C6=CC=CC=C6)(CO4)OC(=O)C)O)C)O. Drug 2: C1C(C(OC1N2C=NC3=C2NC=NCC3O)CO)O. Cell line: M14. Synergy scores: CSS=6.51, Synergy_ZIP=-8.32, Synergy_Bliss=-12.2, Synergy_Loewe=-16.3, Synergy_HSA=-12.0.